This data is from Peptide-MHC class I binding affinity with 185,985 pairs from IEDB/IMGT. The task is: Regression. Given a peptide amino acid sequence and an MHC pseudo amino acid sequence, predict their binding affinity value. This is MHC class I binding data. (1) The peptide sequence is SRAIWFMWL. The MHC is HLA-A31:01 with pseudo-sequence HLA-A31:01. The binding affinity (normalized) is 0.0847. (2) The peptide sequence is VRALGGLAC. The MHC is HLA-B27:05 with pseudo-sequence HLA-B27:05. The binding affinity (normalized) is 0.0132. (3) The peptide sequence is AQNAISTTF. The MHC is HLA-B44:02 with pseudo-sequence HLA-B44:02. The binding affinity (normalized) is 0.0847. (4) The binding affinity (normalized) is 0.504. The MHC is HLA-A03:01 with pseudo-sequence HLA-A03:01. The peptide sequence is VADLSARNK. (5) The peptide sequence is EHNGGDDPL. The MHC is HLA-B15:01 with pseudo-sequence HLA-B15:01. The binding affinity (normalized) is 0.213.